From a dataset of Full USPTO retrosynthesis dataset with 1.9M reactions from patents (1976-2016). Predict the reactants needed to synthesize the given product. Given the product [OH:13][C:12]1[C:7]2[C:6](=[CH:11][CH:10]=[CH:9][CH:8]=2)[C:4]2[S:34][C:35]3[CH:42]=[CH:41][CH:40]=[CH:39][C:36]=3[C:37]=2[N:38]=1, predict the reactants needed to synthesize it. The reactants are: COC(=O)[CH:4]([C:6]1[CH:11]=[CH:10][CH:9]=[CH:8][C:7]=1[C:12](OC)=[O:13])Br.COC(=O)C(C1C=CC(Cl)=CC=1C(OC)=O)Br.[SH:34][C:35]1[CH:42]=[CH:41][CH:40]=[CH:39][C:36]=1[C:37]#[N:38].OC1C=CC=CC=1C#N.